Dataset: Peptide-MHC class I binding affinity with 185,985 pairs from IEDB/IMGT. Task: Regression. Given a peptide amino acid sequence and an MHC pseudo amino acid sequence, predict their binding affinity value. This is MHC class I binding data. (1) The peptide sequence is EHVQGDIDL. The MHC is HLA-A02:01 with pseudo-sequence HLA-A02:01. The binding affinity (normalized) is 0.0847. (2) The peptide sequence is DINVIGLIVI. The MHC is HLA-A02:06 with pseudo-sequence HLA-A02:06. The binding affinity (normalized) is 0.267. (3) The peptide sequence is EVIRATYPS. The MHC is HLA-B44:02 with pseudo-sequence HLA-B44:02. The binding affinity (normalized) is 0.213.